Dataset: Reaction yield outcomes from USPTO patents with 853,638 reactions. Task: Predict the reaction yield, written as a fraction of the theoretical maximum amount of product (1.0 means a 100% yield; for example, 0.34 means a 34% yield). (1) The product is [OH:1][C@@:2]1([C:9]#[C:10][C:11]2[CH:12]=[C:13]([N:17]3[C:25]4[C:20](=[CH:21][CH:22]=[CH:23][CH:24]=4)[C:19]([C:26]([NH2:30])=[O:28])=[N:18]3)[CH:14]=[CH:15][CH:16]=2)[CH2:6][CH2:5][N:4]([CH3:7])[C:3]1=[O:8]. The catalyst is CO. The reactants are [OH:1][C@@:2]1([C:9]#[C:10][C:11]2[CH:12]=[C:13]([N:17]3[C:25]4[C:20](=[CH:21][CH:22]=[CH:23][CH:24]=4)[C:19]([C:26]([O:28]C)=O)=[N:18]3)[CH:14]=[CH:15][CH:16]=2)[CH2:6][CH2:5][N:4]([CH3:7])[C:3]1=[O:8].[NH3:30]. The yield is 0.400. (2) The reactants are C(N(CC)CC)C.[CH2:8]([NH:11][C:12]1[CH:17]=[CH:16][C:15]([N+:18]([O-:20])=[O:19])=[CH:14][C:13]=1Br)[CH:9]=[CH2:10]. The catalyst is [Br-].C([N+](CCCC)(CCCC)CCCC)CCC.CN(C=O)C.[Cu]. The product is [CH3:10][C:9]1[C:17]2[C:12](=[CH:13][CH:14]=[C:15]([N+:18]([O-:20])=[O:19])[CH:16]=2)[NH:11][CH:8]=1. The yield is 0.990. (3) The reactants are [F:1][C:2]1[CH:3]=[CH:4][C:5]2[N:9]=[C:8]([CH2:10][N:11]([CH3:25])[S:12]([C:15]3[C:20]([CH3:21])=[CH:19][C:18]([O:22][CH3:23])=[CH:17][C:16]=3[CH3:24])(=[O:14])=[O:13])[NH:7][C:6]=2[C:26]=1[C:27]([O:29]CC)=[O:28].[Li+].[OH-]. The catalyst is C1COCC1.O. The product is [F:1][C:2]1[CH:3]=[CH:4][C:5]2[N:9]=[C:8]([CH2:10][N:11]([CH3:25])[S:12]([C:15]3[C:20]([CH3:21])=[CH:19][C:18]([O:22][CH3:23])=[CH:17][C:16]=3[CH3:24])(=[O:14])=[O:13])[NH:7][C:6]=2[C:26]=1[C:27]([OH:29])=[O:28]. The yield is 0.200. (4) The reactants are BrC1C=C[C:5](NCC(OC)=O)=[N:6]C=1.[Cl:14][C:15]1[CH:23]=[C:22]2[C:18]([C:19]([CH:25]=O)=[CH:20][N:21]2[CH3:24])=[CH:17][CH:16]=1.CN1C2C(=CC=CC=2)C(C)=C1C=O. No catalyst specified. The product is [Cl:14][C:15]1[CH:23]=[C:22]2[C:18]([C:19]([CH2:25][NH:6][CH3:5])=[CH:20][N:21]2[CH3:24])=[CH:17][CH:16]=1. The yield is 0.930. (5) The reactants are [CH3:1][N:2]1[C:14]2[C:13]3[N:12]=[C:11]([S:15][CH3:16])[N:10]=[CH:9][C:8]=3[CH2:7][CH2:6][C:5]=2[C:4]([C:17]([O:19]CC)=O)=[N:3]1.C[N:23](C)C=O.O.[NH4+]. The catalyst is CO. The product is [CH3:1][N:2]1[C:14]2[C:13]3[N:12]=[C:11]([S:15][CH3:16])[N:10]=[CH:9][C:8]=3[CH2:7][CH2:6][C:5]=2[C:4]([C:17]([NH2:23])=[O:19])=[N:3]1. The yield is 0.520. (6) The product is [CH:1]1([CH:7]([NH:19][C:20]2[CH:21]=[CH:22][C:23]([C:26]([N:28]([CH3:36])[CH2:29][CH2:30][C:31]([O:33][CH2:34][CH3:35])=[O:32])=[O:27])=[CH:24][CH:25]=2)[C:8]2[O:9][C:10]3[CH:17]=[CH:16][C:15]([O:18][CH2:44][C:42]4[CH:41]=[CH:40][N:39]=[C:38]([F:37])[CH:43]=4)=[CH:14][C:11]=3[C:12]=2[CH3:13])[CH2:6][CH2:5][CH2:4][CH2:3][CH2:2]1. The reactants are [CH:1]1([CH:7]([NH:19][C:20]2[CH:25]=[CH:24][C:23]([C:26]([N:28]([CH3:36])[CH2:29][CH2:30][C:31]([O:33][CH2:34][CH3:35])=[O:32])=[O:27])=[CH:22][CH:21]=2)[C:8]2[O:9][C:10]3[CH:17]=[CH:16][C:15]([OH:18])=[CH:14][C:11]=3[C:12]=2[CH3:13])[CH2:6][CH2:5][CH2:4][CH2:3][CH2:2]1.[F:37][C:38]1[CH:43]=[C:42]([CH2:44]O)[CH:41]=[CH:40][N:39]=1.C(P(CCCC)CCCC)CCC.N(C(N1CCCCC1)=O)=NC(N1CCCCC1)=O. The catalyst is O1CCCC1. The yield is 0.620.